Dataset: Reaction yield outcomes from USPTO patents with 853,638 reactions. Task: Predict the reaction yield, written as a fraction of the theoretical maximum amount of product (1.0 means a 100% yield; for example, 0.34 means a 34% yield). The reactants are [F:1][C:2]1[CH:16]=[C:15]([F:17])[CH:14]=[CH:13][C:3]=1[CH2:4][O:5][C:6]1[CH:11]=[CH:10][NH:9][C:8](=[O:12])[CH:7]=1.Br[C:19]1[N:24]=[C:23]2[N:25]([CH3:39])[C:26]3[CH2:31][CH2:30][N:29](C(OC(C)(C)C)=O)[CH2:28][C:27]=3[C:22]2=[CH:21][CH:20]=1.OC1C=CC=C2C=1N=CC=C2.C([O-])([O-])=O.[Cs+].[Cs+].[ClH:57]. The catalyst is CS(C)=O.CCOCC.C(Cl)Cl.[Cu]I. The product is [ClH:57].[F:1][C:2]1[CH:16]=[C:15]([F:17])[CH:14]=[CH:13][C:3]=1[CH2:4][O:5][C:6]1[CH:11]=[CH:10][N:9]([C:19]2[N:24]=[C:23]3[N:25]([CH3:39])[C:26]4[CH2:31][CH2:30][NH:29][CH2:28][C:27]=4[C:22]3=[CH:21][CH:20]=2)[C:8](=[O:12])[CH:7]=1. The yield is 0.580.